From a dataset of Peptide-MHC class I binding affinity with 185,985 pairs from IEDB/IMGT. Regression. Given a peptide amino acid sequence and an MHC pseudo amino acid sequence, predict their binding affinity value. This is MHC class I binding data. (1) The peptide sequence is WYWGPSLYSI. The MHC is Patr-A0401 with pseudo-sequence Patr-A0401. The binding affinity (normalized) is 0.160. (2) The peptide sequence is SAVYFKAKWL. The MHC is Mamu-B01 with pseudo-sequence Mamu-B01. The binding affinity (normalized) is 0. (3) The peptide sequence is LEYGANYFL. The MHC is HLA-A30:01 with pseudo-sequence HLA-A30:01. The binding affinity (normalized) is 0.0847. (4) The peptide sequence is HHSDDALFI. The MHC is HLA-B44:02 with pseudo-sequence HLA-B44:02. The binding affinity (normalized) is 0.0847. (5) The peptide sequence is VFSDGRVAC. The MHC is HLA-A01:01 with pseudo-sequence HLA-A01:01. The binding affinity (normalized) is 0. (6) The peptide sequence is KLPQHLALR. The MHC is HLA-A02:01 with pseudo-sequence HLA-A02:01. The binding affinity (normalized) is 0. (7) The peptide sequence is CLSPVVAGL. The MHC is HLA-B46:01 with pseudo-sequence HLA-B46:01. The binding affinity (normalized) is 0.0847.